From a dataset of Full USPTO retrosynthesis dataset with 1.9M reactions from patents (1976-2016). Predict the reactants needed to synthesize the given product. (1) Given the product [CH3:2][O:3][C:4](=[O:19])[C:5]1[CH:6]=[CH:7][C:8]([CH2:11][N:12]2[C:13]([C:14](=[O:18])[CH2:15][CH2:16][CH3:17])=[C:20]([C:21]3[CH:26]=[CH:25][CH:24]=[CH:23][CH:22]=3)[C:28]3[C:29](=[CH:33][CH:34]=[C:35]([Cl:37])[CH:36]=3)[C:30]2=[O:31])=[CH:9][CH:10]=1, predict the reactants needed to synthesize it. The reactants are: Cl.[CH3:2][O:3][C:4](=[O:19])[C:5]1[CH:10]=[CH:9][C:8]([CH2:11][NH:12][CH2:13][CH:14]([OH:18])[CH2:15][CH2:16][CH3:17])=[CH:7][CH:6]=1.[C:20]([C:28]1[CH:36]=[C:35]([Cl:37])[CH:34]=[CH:33][C:29]=1[C:30](O)=[O:31])(=O)[C:21]1[CH:26]=[CH:25][CH:24]=[CH:23][CH:22]=1. (2) Given the product [CH:1]1([C:4]2[CH:5]=[CH:6][C:7]([NH:14][C:15]3[CH:16]=[C:17]4[C:21](=[CH:22][CH:23]=3)[N:20]([CH2:24][C:25]3[CH:30]=[CH:29][CH:28]=[C:27]([O:31][CH2:32][C:33]([F:36])([F:34])[F:35])[CH:26]=3)[CH:19]=[CH:18]4)=[C:8]([CH:13]=2)[C:9]([OH:11])=[O:10])[CH2:2][CH2:3]1, predict the reactants needed to synthesize it. The reactants are: [CH:1]1([C:4]2[CH:5]=[CH:6][C:7]([NH:14][C:15]3[CH:16]=[C:17]4[C:21](=[CH:22][CH:23]=3)[N:20]([CH2:24][C:25]3[CH:30]=[CH:29][CH:28]=[C:27]([O:31][CH2:32][C:33]([F:36])([F:35])[F:34])[CH:26]=3)[CH:19]=[CH:18]4)=[C:8]([CH:13]=2)[C:9]([O:11]C)=[O:10])[CH2:3][CH2:2]1.[OH-].[Na+].C(OCC)(=O)C.Cl. (3) Given the product [C:11]([O:15][C:16]([N:18]1[CH2:23][CH2:22][CH:21]([CH2:24][CH2:25][CH2:26][O:9][C:5]2[CH:6]=[C:7]([F:8])[C:2]([Br:1])=[C:3]([F:10])[CH:4]=2)[CH2:20][CH2:19]1)=[O:17])([CH3:14])([CH3:13])[CH3:12], predict the reactants needed to synthesize it. The reactants are: [Br:1][C:2]1[C:7]([F:8])=[CH:6][C:5]([OH:9])=[CH:4][C:3]=1[F:10].[C:11]([O:15][C:16]([N:18]1[CH2:23][CH2:22][CH:21]([CH2:24][CH2:25][CH2:26]O)[CH2:20][CH2:19]1)=[O:17])([CH3:14])([CH3:13])[CH3:12]. (4) Given the product [CH2:9]([C:7]1[C:6]([OH:11])=[CH:5][CH:4]=[C:3]([CH2:2][OH:1])[N:8]=1)[CH3:10], predict the reactants needed to synthesize it. The reactants are: [OH:1][CH2:2][C:3]1[N:8]=[C:7]([CH:9]=[CH2:10])[C:6]([OH:11])=[CH:5][CH:4]=1. (5) Given the product [CH3:19][S:1][C:2]1[CH:11]=[C:10]2[C:5]([CH2:6][CH2:7][CH:8]([C:12]([O:14][CH2:15][CH3:16])=[O:13])[O:9]2)=[CH:4][CH:3]=1, predict the reactants needed to synthesize it. The reactants are: [SH:1][C:2]1[CH:11]=[C:10]2[C:5]([CH2:6][CH2:7][CH:8]([C:12]([O:14][CH2:15][CH3:16])=[O:13])[O:9]2)=[CH:4][CH:3]=1.CI.[C:19]([O-])([O-])=O.[K+].[K+]. (6) Given the product [NH2:46][CH:2]1[CH2:7][CH2:6][CH:5]([C@H:8]([NH:10][C:11]2[N:16]=[C:15]([C:17]3[C:25]4[C:20](=[N:21][CH:22]=[C:23]([C:26]([F:29])([F:28])[F:27])[CH:24]=4)[N:19]([S:30]([C:33]4[CH:39]=[CH:38][C:36]([CH3:37])=[CH:35][CH:34]=4)(=[O:32])=[O:31])[CH:18]=3)[C:14]([C:40]#[N:41])=[CH:13][N:12]=2)[CH3:9])[CH2:4][CH2:3]1, predict the reactants needed to synthesize it. The reactants are: O=[C:2]1[CH2:7][CH2:6][CH:5]([C@H:8]([NH:10][C:11]2[N:16]=[C:15]([C:17]3[C:25]4[C:20](=[N:21][CH:22]=[C:23]([C:26]([F:29])([F:28])[F:27])[CH:24]=4)[N:19]([S:30]([C:33]4[CH:39]=[CH:38][C:36]([CH3:37])=[CH:35][CH:34]=4)(=[O:32])=[O:31])[CH:18]=3)[C:14]([C:40]#[N:41])=[CH:13][N:12]=2)[CH3:9])[CH2:4][CH2:3]1.C([O-])(=O)C.[NH4+:46].C(O[BH-](OC(=O)C)OC(=O)C)(=O)C.[Na+].